Dataset: Full USPTO retrosynthesis dataset with 1.9M reactions from patents (1976-2016). Task: Predict the reactants needed to synthesize the given product. Given the product [CH3:12][O:13][C:14]1[CH:19]=[C:18]([N:5]2[CH:6]=[C:2]([CH3:1])[C:3]([C:7]([O:9][CH2:10][CH3:11])=[O:8])=[N:4]2)[CH:17]=[CH:16][CH:15]=1, predict the reactants needed to synthesize it. The reactants are: [CH3:1][C:2]1[C:3]([C:7]([O:9][CH2:10][CH3:11])=[O:8])=[N:4][NH:5][CH:6]=1.[CH3:12][O:13][C:14]1[CH:15]=[C:16](B(O)O)[CH:17]=[CH:18][CH:19]=1.N1C=CC=CC=1.